From a dataset of Forward reaction prediction with 1.9M reactions from USPTO patents (1976-2016). Predict the product of the given reaction. (1) Given the reactants [O:1]1[CH:3]2[CH2:4][CH2:5][CH2:6][CH2:7][CH:2]12.[CH3:8][S:9]([NH2:12])(=[O:11])=[O:10].C(O[K])(C)(C)C.Cl, predict the reaction product. The product is: [CH3:8][S:9]([NH:12][CH:3]1[CH2:4][CH2:5][CH2:6][CH2:7][CH:2]1[OH:1])(=[O:11])=[O:10]. (2) Given the reactants [CH:1]1([C:4]2[C:5]([O:14][CH2:15][C:16]3(C(F)(F)F)[CH2:21][CH2:20][CH2:19][CH2:18][CH2:17]3)=[CH:6][C:7]([F:13])=[C:8]([CH:12]=2)[C:9](O)=[O:10])[CH2:3][CH2:2]1.C1(COC2C(C3CC3)=CC(C(O)=O)=C(F)C=2)CCCCC1.CS(N)(=O)=O.[CH3:52][O:53][CH2:54][CH2:55][S:56]([NH2:59])(=[O:58])=[O:57], predict the reaction product. The product is: [CH:16]1([CH2:15][O:14][C:5]2[C:4]([CH:1]3[CH2:3][CH2:2]3)=[CH:12][C:8]([C:9]([NH:59][S:56]([CH2:55][CH2:54][O:53][CH3:52])(=[O:58])=[O:57])=[O:10])=[C:7]([F:13])[CH:6]=2)[CH2:17][CH2:18][CH2:19][CH2:20][CH2:21]1. (3) Given the reactants Br[C:2]1[CH:3]=[C:4]([O:27][C:28]2[C:29]([CH3:34])=[N:30][CH:31]=[CH:32][CH:33]=2)[C:5]([NH:8][C:9]2[S:13][N:12]=[C:11]([CH:14]3[CH2:20][CH:19]4[N:21]([C:22]([O:24][CH2:25][CH3:26])=[O:23])[CH:16]([CH2:17][CH2:18]4)[CH2:15]3)[N:10]=2)=[N:6][CH:7]=1.C[Li].C([Li])CCC.[N:42]1[CH:47]=[CH:46][CH:45]=[CH:44][C:43]=1[S:48][S:48][C:43]1[CH:44]=[CH:45][CH:46]=[CH:47][N:42]=1, predict the reaction product. The product is: [CH3:34][C:29]1[C:28]([O:27][C:4]2[C:5]([NH:8][C:9]3[S:13][N:12]=[C:11]([CH:14]4[CH2:20][CH:19]5[N:21]([C:22]([O:24][CH2:25][CH3:26])=[O:23])[CH:16]([CH2:17][CH2:18]5)[CH2:15]4)[N:10]=3)=[N:6][CH:7]=[C:2]([S:48][C:43]3[CH:44]=[CH:45][CH:46]=[CH:47][N:42]=3)[CH:3]=2)=[CH:33][CH:32]=[CH:31][N:30]=1. (4) Given the reactants C([Mg]Cl)(C)C.I[C:7]1[C:11]2[CH:12]=[N:13][CH:14]=[CH:15][C:10]=2[N:9]([CH:16]2[CH2:19][O:18][CH2:17]2)[CH:8]=1.C1(C(=[N:33][C:34]2[CH:35]=[C:36]([CH:43]=[CH:44][N:45]=2)[C:37](N(OC)C)=[O:38])C2C=CC=CC=2)C=CC=CC=1, predict the reaction product. The product is: [NH2:33][C:34]1[CH:35]=[C:36]([C:37]([C:7]2[C:11]3[CH:12]=[N:13][CH:14]=[CH:15][C:10]=3[N:9]([CH:16]3[CH2:19][O:18][CH2:17]3)[CH:8]=2)=[O:38])[CH:43]=[CH:44][N:45]=1. (5) Given the reactants [NH2:1][CH2:2][CH2:3][SH:4].[OH-].[K+].C([O:9][C:10](=O)[C:11](Br)([CH3:13])[CH3:12])C, predict the reaction product. The product is: [CH3:12][C:11]1([CH3:13])[S:4][CH2:3][CH2:2][NH:1][C:10]1=[O:9].